Dataset: Forward reaction prediction with 1.9M reactions from USPTO patents (1976-2016). Task: Predict the product of the given reaction. (1) Given the reactants [C:1]1([N:7]2[C:11]([C:12]([F:15])([F:14])[F:13])=[C:10]([C:16]3[O:20][N:19]=[C:18]([C:21]4[CH:28]=[CH:27][C:24]([CH:25]=O)=[CH:23][CH:22]=4)[N:17]=3)[CH:9]=[N:8]2)[CH:6]=[CH:5][CH:4]=[CH:3][CH:2]=1.C(O)(=O)C.[NH:33]1[CH2:36][CH:35]([C:37]([OH:39])=[O:38])[CH2:34]1.C(O[BH-](OC(=O)C)OC(=O)C)(=O)C.[Na+], predict the reaction product. The product is: [C:1]1([N:7]2[C:11]([C:12]([F:13])([F:14])[F:15])=[C:10]([C:16]3[O:20][N:19]=[C:18]([C:21]4[CH:22]=[CH:23][C:24]([CH2:25][N:33]5[CH2:36][CH:35]([C:37]([OH:39])=[O:38])[CH2:34]5)=[CH:27][CH:28]=4)[N:17]=3)[CH:9]=[N:8]2)[CH:6]=[CH:5][CH:4]=[CH:3][CH:2]=1. (2) Given the reactants [C:1](Cl)(=O)[C:2]([Cl:4])=[O:3].[O:7]=[C:8]1[CH:13]=[CH:12][C:11]([C:14]2[O:18][N:17]=[C:16]([C:19]3[CH:24]=[CH:23][C:22]([O:25][C:26]([F:29])([F:28])[F:27])=[CH:21][CH:20]=3)[N:15]=2)=[CH:10][N:9]1[CH2:30][C:31]1[CH:32]=C([CH:37]=[CH:38][CH:39]=1)C(O)=O, predict the reaction product. The product is: [O:7]=[C:8]1[CH:13]=[CH:12][C:11]([C:14]2[O:18][N:17]=[C:16]([C:19]3[CH:24]=[CH:23][C:22]([O:25][C:26]([F:27])([F:29])[F:28])=[CH:21][CH:20]=3)[N:15]=2)=[CH:10][N:9]1[CH2:30][C:31]1[CH:32]=[C:1]([CH:37]=[CH:38][CH:39]=1)[C:2]([Cl:4])=[O:3]. (3) Given the reactants [CH3:1][N:2]1[C:17]([CH2:18][CH2:19][CH2:20][C:21]([OH:23])=[O:22])=[N:16][C:4]2[CH:5]=[C:6]([N:9]([CH2:13][CH2:14]Cl)[CH2:10][CH2:11]Cl)[CH:7]=[CH:8][C:3]1=2.[OH2:24].Cl.[CH2:26]1O[CH2:27]1.[OH2:29].C([O-])(=O)C.[Na+], predict the reaction product. The product is: [CH2:26]([O:23][C:21](=[O:22])[CH2:20][CH2:19][CH2:18][C:17]1[N:2]([CH3:1])[C:3]2[CH:8]=[CH:7][C:6]([N:9]([CH2:13][CH2:14][OH:29])[CH2:10][CH2:11][OH:24])=[CH:5][C:4]=2[N:16]=1)[CH3:27]. (4) Given the reactants [Cl:1][C:2]1[N:7]=[C:6](Cl)[C:5]([O:9][CH3:10])=[CH:4][N:3]=1.[C:11]([O-])([O-])=[O:12].[K+].[K+], predict the reaction product. The product is: [Cl:1][C:2]1[N:7]=[C:6]([O:12][CH3:11])[C:5]([O:9][CH3:10])=[CH:4][N:3]=1. (5) Given the reactants [CH3:1][O:2][C:3]1[CH:8]=[CH:7][C:6](B(O)O)=[CH:5][CH:4]=1.[C:12]([NH:16][C:17]1[CH:22]=[C:21](Cl)[N:20]=[C:19]([NH2:24])[N:18]=1)([CH3:15])([CH3:14])[CH3:13], predict the reaction product. The product is: [C:12]([NH:16][C:17]1[CH:22]=[C:21]([C:6]2[CH:7]=[CH:8][C:3]([O:2][CH3:1])=[CH:4][CH:5]=2)[N:20]=[C:19]([NH2:24])[N:18]=1)([CH3:15])([CH3:13])[CH3:14]. (6) Given the reactants [S:1]1[C:5]2[CH:6]=[CH:7][CH:8]=[CH:9][C:4]=2[N:3]=[C:2]1[N:10]([C:18]1[CH:23]=[CH:22][C:21]([O:24][C:25]2[C:30](Br)=[CH:29][CH:28]=[CH:27][N:26]=2)=[CH:20][CH:19]=1)[C:11](=[O:17])[O:12][C:13]([CH3:16])([CH3:15])[CH3:14].[N:32]1([C:38](=[O:40])[CH3:39])[CH2:37][CH2:36][NH:35][CH2:34][CH2:33]1.C1C=CC(P(C2C=CC3C(=CC=CC=3)C=2C2C3C(=CC=CC=3)C=CC=2P(C2C=CC=CC=2)C2C=CC=CC=2)C2C=CC=CC=2)=CC=1.C(=O)([O-])[O-].[Cs+].[Cs+], predict the reaction product. The product is: [C:38]([N:32]1[CH2:37][CH2:36][N:35]([C:30]2[C:25]([O:24][C:21]3[CH:22]=[CH:23][C:18]([N:10]([C:2]4[S:1][C:5]5[CH:6]=[CH:7][CH:8]=[CH:9][C:4]=5[N:3]=4)[C:11](=[O:17])[O:12][C:13]([CH3:16])([CH3:15])[CH3:14])=[CH:19][CH:20]=3)=[N:26][CH:27]=[CH:28][CH:29]=2)[CH2:34][CH2:33]1)(=[O:40])[CH3:39]. (7) Given the reactants Cl[C:2]1[CH:21]=[CH:20][C:19]([CH2:22][NH:23][CH2:24][CH2:25][OH:26])=[CH:18][C:3]=1[C:4]([NH:6][CH2:7][C:8]12[CH2:17][CH:12]3[CH2:13][CH:14]([CH2:16][CH:10]([CH2:11]3)[CH2:9]1)[CH2:15]2)=[O:5].[CH3:27][N:28]([CH2:36][CH:37]=O)[C:29](=[O:35])[O:30][C:31]([CH3:34])([CH3:33])[CH3:32].[C:39](O[BH-](OC(=O)C)OC(=O)C)(=O)C.[Na+].C(=O)([O-])O.[Na+], predict the reaction product. The product is: [OH:26][CH2:25][CH2:24][N:23]([CH2:22][C:19]1[CH:20]=[CH:21][C:2]([CH3:39])=[C:3]([C:4]([NH:6][CH2:7][C:8]23[CH2:15][CH:14]4[CH2:16][CH:10]([CH2:11][CH:12]([CH2:13]4)[CH2:17]2)[CH2:9]3)=[O:5])[CH:18]=1)[CH2:37][CH2:36][N:28]([CH3:27])[C:29](=[O:35])[O:30][C:31]([CH3:34])([CH3:33])[CH3:32].